This data is from Catalyst prediction with 721,799 reactions and 888 catalyst types from USPTO. The task is: Predict which catalyst facilitates the given reaction. (1) Reactant: FC(F)(F)C(O)=O.[O:8]=[S:9]1(=[O:48])[C:15]2[CH:16]=[CH:17][C:18]([O:20][C:21]3[CH:22]=[C:23]([C:33]([NH:35][C:36]4[CH:40]=[CH:39][N:38](C(OC(C)(C)C)=O)[N:37]=4)=[O:34])[CH:24]=[C:25]([O:27][C@@H:28]([CH3:32])[CH2:29][O:30][CH3:31])[CH:26]=3)=[CH:19][C:14]=2[O:13][CH2:12][CH2:11][NH:10]1. Product: [O:48]=[S:9]1(=[O:8])[C:15]2[CH:16]=[CH:17][C:18]([O:20][C:21]3[CH:22]=[C:23]([CH:24]=[C:25]([O:27][C@@H:28]([CH3:32])[CH2:29][O:30][CH3:31])[CH:26]=3)[C:33]([NH:35][C:36]3[CH:40]=[CH:39][NH:38][N:37]=3)=[O:34])=[CH:19][C:14]=2[O:13][CH2:12][CH2:11][NH:10]1. The catalyst class is: 2. (2) Reactant: CCCCCC.[H-].[Na+].[CH3:9][O:10][C:11]([CH2:13]P(OC)(OC)=O)=[O:12].[Cl:20][C:21]1[CH:31]=[C:30]([CH2:32][CH2:33][CH3:34])[CH:29]=[C:28]([CH:35]=O)[C:22]=1[C:23]([O:25][CH2:26][CH3:27])=[O:24]. Product: [Cl:20][C:21]1[CH:31]=[C:30]([CH2:32][CH2:33][CH3:34])[CH:29]=[C:28](/[CH:35]=[CH:13]/[C:11]([O:10][CH3:9])=[O:12])[C:22]=1[C:23]([O:25][CH2:26][CH3:27])=[O:24]. The catalyst class is: 1.